The task is: Predict the reaction yield, written as a fraction of the theoretical maximum amount of product (1.0 means a 100% yield; for example, 0.34 means a 34% yield).. This data is from Reaction yield outcomes from USPTO patents with 853,638 reactions. (1) The reactants are [OH-].[Na+].[CH2:3]([NH:10][C:11](=[O:33])[N:12]([C:14]1[CH:15]=[C:16]([C:20]2[CH:25]=[CH:24][C:23]([CH2:26][CH2:27][C:28]([O:30]C)=[O:29])=[CH:22][C:21]=2[CH3:32])[CH:17]=[CH:18][CH:19]=1)[CH3:13])[CH2:4][CH2:5][CH2:6][CH2:7][CH2:8][CH3:9].O.C(O)(=O)C. The catalyst is O1CCCC1.CO. The product is [CH2:3]([NH:10][C:11](=[O:33])[N:12]([C:14]1[CH:15]=[C:16]([C:20]2[CH:25]=[CH:24][C:23]([CH2:26][CH2:27][C:28]([OH:30])=[O:29])=[CH:22][C:21]=2[CH3:32])[CH:17]=[CH:18][CH:19]=1)[CH3:13])[CH2:4][CH2:5][CH2:6][CH2:7][CH2:8][CH3:9]. The yield is 0.530. (2) The reactants are [Cl:1][C:2]1[CH:11]=[C:10]([C:12](=[O:14])[CH3:13])[C:9]([N:15]2[CH2:20][CH2:19][NH:18][CH2:17][CH2:16]2)=[C:8]2[C:3]=1[CH:4]=[CH:5][CH:6]=[N:7]2.Cl.[N:22]1[CH:27]=[CH:26][CH:25]=[CH:24][C:23]=1[C:28](Cl)=[O:29].C(N(CC)CC)C. The catalyst is C(Cl)Cl. The product is [Cl:1][C:2]1[CH:11]=[C:10]([C:12](=[O:14])[CH3:13])[C:9]([N:15]2[CH2:16][CH2:17][N:18]([C:28]([C:23]3[CH:24]=[CH:25][CH:26]=[CH:27][N:22]=3)=[O:29])[CH2:19][CH2:20]2)=[C:8]2[C:3]=1[CH:4]=[CH:5][CH:6]=[N:7]2. The yield is 0.370. (3) The reactants are Br[C:2]1[S:6][C:5]([NH:7][C:8]([NH:10][C:11]2[CH:16]=[CH:15][C:14]([CH3:17])=[CH:13][C:12]=2[C:18]([CH:20]2[CH2:24][CH2:23][CH2:22][CH2:21]2)=[O:19])=[O:9])=[N:4][CH:3]=1.[CH3:25][O:26][C:27](=[O:35])[C:28]1[CH:33]=[CH:32][C:31]([SH:34])=[N:30][CH:29]=1. No catalyst specified. The product is [CH3:25][O:26][C:27](=[O:35])[C:28]1[CH:33]=[CH:32][C:31]([S:34][C:2]2[S:6][C:5]([NH:7][C:8]([NH:10][C:11]3[CH:16]=[CH:15][C:14]([CH3:17])=[CH:13][C:12]=3[C:18]([CH:20]3[CH2:24][CH2:23][CH2:22][CH2:21]3)=[O:19])=[O:9])=[N:4][CH:3]=2)=[N:30][CH:29]=1. The yield is 0.200. (4) The reactants are Br[C:2]1[CH:3]=[C:4]2[C:9](=[N:10][CH:11]=1)[NH:8][CH2:7][CH2:6][CH:5]2[O:12][C:13]1[CH:18]=[CH:17][CH:16]=[C:15]([Cl:19])[CH:14]=1.[CH3:20][N:21]1[CH2:26][CH2:25][N:24]([C:27]2[CH:32]=[C:31](B3OC(C)(C)C(C)(C)O3)[CH:30]=[CH:29][N:28]=2)[CH2:23][CH2:22]1. The catalyst is C(OCC)(=O)C.CCCCCC. The product is [Cl:19][C:15]1[CH:14]=[C:13]([CH:18]=[CH:17][CH:16]=1)[O:12][CH:5]1[C:4]2[C:9](=[N:10][CH:11]=[C:2]([C:31]3[CH:30]=[CH:29][N:28]=[C:27]([N:24]4[CH2:23][CH2:22][N:21]([CH3:20])[CH2:26][CH2:25]4)[CH:32]=3)[CH:3]=2)[NH:8][CH2:7][CH2:6]1. The yield is 0.360. (5) The reactants are I.[NH2:2][C:3]1[C:4]([C:11]([NH:13][C:14](=[NH:17])SC)=[O:12])=[N:5][C:6]([Cl:10])=[C:7]([NH2:9])[N:8]=1.[NH2:18][CH2:19][CH2:20][CH2:21][CH2:22][C:23]1[CH:39]=[CH:38][C:26]([O:27][CH2:28][C:29]([NH:31][CH2:32][CH2:33][CH2:34][N:35]([CH3:37])[CH3:36])=[O:30])=[CH:25][CH:24]=1.CCN(C(C)C)C(C)C. The catalyst is C(O)C. The product is [NH2:2][C:3]1[C:4]([C:11]([N:13]=[C:14]([NH2:17])[NH:18][CH2:19][CH2:20][CH2:21][CH2:22][C:23]2[CH:39]=[CH:38][C:26]([O:27][CH2:28][C:29]([NH:31][CH2:32][CH2:33][CH2:34][N:35]([CH3:37])[CH3:36])=[O:30])=[CH:25][CH:24]=2)=[O:12])=[N:5][C:6]([Cl:10])=[C:7]([NH2:9])[N:8]=1. The yield is 0.560. (6) The reactants are [NH2:1][C:2]1[C:10]([N+:11]([O-:13])=[O:12])=[CH:9]C=[CH:7][C:3]=1[C:4]([OH:6])=O.Cl.[CH2:15]([NH2:17])[CH3:16].C(Cl)CCl.CC[N:24](C(C)C)C(C)C. The catalyst is C(Cl)Cl.CN(C=O)C. The product is [NH2:1][C:2]1[C:3]([C:4]([NH:17][CH2:15][CH3:16])=[O:6])=[CH:7][N:24]=[CH:9][C:10]=1[N+:11]([O-:13])=[O:12]. The yield is 0.476. (7) The reactants are CNCCC([N:7]1[CH2:16][CH2:15][C:14]2[C:9](=[CH:10][C:11](OC)=[C:12](OC)[CH:13]=2)[C:8]21[CH2:25][CH2:24][CH:23](C(N1CCN(C3N=CN=C4N(CC5C=CN=CC=5)N=CC=34)CC1)=O)[CH2:22][CH:21]2C1C2C(=CC(OC)=C(OC)C=2)CCN1CC)=O.[C:66](=[O:69])([O-])[O-].[K+].[K+].ClC(OCC)=O. The catalyst is C(OCC)(=O)C.O. The product is [C:66](=[C:25]1[C:8]2([C:9]3[C:14](=[CH:13][CH:12]=[CH:11][CH:10]=3)[CH:15]=[CH:16][NH:7]2)[CH2:21][CH2:22][CH2:23][CH2:24]1)=[O:69]. The yield is 0.980. (8) The reactants are [NH:1]1[C:11]2[C:6](=[CH:7][CH:8]=[CH:9][CH:10]=2)[C:4](=[O:5])[C:2]1=[O:3].[H-].[Na+].Br[CH2:15][C:16]1[C:17]2[CH:24]=[C:23]([Cl:25])[CH:22]=[CH:21][C:18]=2[S:19][CH:20]=1. The catalyst is O1CCOCC1. The product is [Cl:25][C:23]1[CH:22]=[CH:21][C:18]2[S:19][CH:20]=[C:16]([CH2:15][N:1]3[C:11]4[C:6](=[CH:7][CH:8]=[CH:9][CH:10]=4)[C:4](=[O:5])[C:2]3=[O:3])[C:17]=2[CH:24]=1. The yield is 0.450. (9) The reactants are [O:1]=[C:2]1[CH:9](C(OC)=O)[C:8](=[O:14])[CH2:7][C:4]2([CH2:6][CH2:5]2)[NH:3]1.CO.C(OCC)(=O)C. The catalyst is C(#N)C.O. The product is [CH2:5]1[C:4]2([CH2:7][C:8](=[O:14])[CH2:9][C:2](=[O:1])[NH:3]2)[CH2:6]1. The yield is 0.0500. (10) The catalyst is C1COCC1.C(Cl)(Cl)Cl.O=[Mn]=O. The product is [O:12]=[C:9]1[NH:8][C:7]2[CH:13]=[C:3]([CH:2]=[O:1])[CH:4]=[CH:5][C:6]=2[S:11][CH2:10]1. The yield is 0.560. The reactants are [OH:1][CH2:2][C:3]1[CH:4]=[CH:5][C:6]2[S:11][CH2:10][C:9](=[O:12])[NH:8][C:7]=2[CH:13]=1.